Task: Predict which catalyst facilitates the given reaction.. Dataset: Catalyst prediction with 721,799 reactions and 888 catalyst types from USPTO Reactant: [NH:1]1[CH2:6][CH2:5][CH:4]([NH:7][C:8](=[O:14])[O:9][C:10]([CH3:13])([CH3:12])[CH3:11])[CH2:3][CH2:2]1.CN(C1CCNCC1)C.CCN=C=NCCCN(C)C.[CH3:35][CH:36]([CH2:40][CH3:41])[C:37](O)=[O:38]. Product: [CH3:35][CH:36]([CH2:40][CH3:41])[C:37]([N:1]1[CH2:2][CH2:3][CH:4]([NH:7][C:8](=[O:14])[O:9][C:10]([CH3:11])([CH3:13])[CH3:12])[CH2:5][CH2:6]1)=[O:38]. The catalyst class is: 2.